This data is from Reaction yield outcomes from USPTO patents with 853,638 reactions. The task is: Predict the reaction yield, written as a fraction of the theoretical maximum amount of product (1.0 means a 100% yield; for example, 0.34 means a 34% yield). The reactants are C([O:3][C:4](=O)/[CH:5]=[CH:6]/[C:7]1[C:8]([NH:16][CH2:17][CH3:18])=[N:9][C:10]([S:14][CH3:15])=[N:11][C:12]=1[CH3:13])C.N12CCCN=C1CCCCC2. The catalyst is CCN(C(C)C)C(C)C. The product is [CH2:17]([N:16]1[C:8]2[N:9]=[C:10]([S:14][CH3:15])[N:11]=[C:12]([CH3:13])[C:7]=2[CH:6]=[CH:5][C:4]1=[O:3])[CH3:18]. The yield is 0.770.